This data is from Reaction yield outcomes from USPTO patents with 853,638 reactions. The task is: Predict the reaction yield, written as a fraction of the theoretical maximum amount of product (1.0 means a 100% yield; for example, 0.34 means a 34% yield). (1) The reactants are [CH3:1][C:2]1([CH3:29])[O:7][C:6]2[CH:8]=[C:9](/[CH:12]=[CH:13]/[C:14]([N:16]([CH3:28])[CH2:17][C:18]3[O:19][C:20]4[CH:27]=[CH:26][CH:25]=[CH:24][C:21]=4[C:22]=3[CH3:23])=[O:15])[CH:10]=[N:11][C:5]=2[NH:4][CH2:3]1.[ClH:30]. The catalyst is C(Cl)Cl.C(OCC)C. The product is [ClH:30].[CH3:1][C:2]1([CH3:29])[O:7][C:6]2[CH:8]=[C:9](/[CH:12]=[CH:13]/[C:14]([N:16]([CH3:28])[CH2:17][C:18]3[O:19][C:20]4[CH:27]=[CH:26][CH:25]=[CH:24][C:21]=4[C:22]=3[CH3:23])=[O:15])[CH:10]=[N:11][C:5]=2[NH:4][CH2:3]1. The yield is 0.880. (2) The reactants are [CH2:1]([C@@:4]1([C:20]2[CH:25]=[CH:24][CH:23]=[CH:22][CH:21]=2)[O:9][C:8](=[O:10])[N:7]([C@H](C2C=CC(Br)=CC=2)C)[CH2:6][CH2:5]1)[CH:2]=[CH2:3].[O:26]1CCCC1. No catalyst specified. The product is [OH:26][CH2:3][CH2:2][CH2:1][C:4]1([C:20]2[CH:25]=[CH:24][CH:23]=[CH:22][CH:21]=2)[O:9][C:8](=[O:10])[NH:7][CH2:6][CH2:5]1. The yield is 0.400.